From a dataset of Reaction yield outcomes from USPTO patents with 853,638 reactions. Predict the reaction yield, written as a fraction of the theoretical maximum amount of product (1.0 means a 100% yield; for example, 0.34 means a 34% yield). (1) The reactants are [NH:1]1[C:9]2[C:4](=[CH:5][C:6]([CH2:10][NH:11][CH3:12])=[CH:7][CH:8]=2)[CH:3]=[CH:2]1.Cl.[O:14]=[C:15]1[NH:24][C:23]2[N:22]=[CH:21][C:20](/[CH:25]=[CH:26]/[C:27]([OH:29])=O)=[CH:19][C:18]=2[CH2:17][CH2:16]1. No catalyst specified. The product is [NH:1]1[C:9]2[C:4](=[CH:5][C:6]([CH2:10][N:11]([CH3:12])[C:27](=[O:29])/[CH:26]=[CH:25]/[C:20]3[CH:21]=[N:22][C:23]4[NH:24][C:15](=[O:14])[CH2:16][CH2:17][C:18]=4[CH:19]=3)=[CH:7][CH:8]=2)[CH:3]=[CH:2]1. The yield is 0.390. (2) The reactants are [Si:1]([O:8][CH:9]1[CH2:13][N:12](C(OC(C)(C)C)=O)[C@@H:11]([C:21]2[CH:26]=[C:25]([F:27])[CH:24]=[CH:23][C:22]=2[O:28][CH3:29])[CH2:10]1)([C:4]([CH3:7])([CH3:6])[CH3:5])([CH3:3])[CH3:2].[C:30]([OH:36])([C:32]([F:35])([F:34])[F:33])=[O:31]. The catalyst is C(Cl)Cl. The product is [F:33][C:32]([F:35])([F:34])[C:30]([OH:36])=[O:31].[Si:1]([O:8][CH:9]1[CH2:13][NH:12][C@@H:11]([C:21]2[CH:26]=[C:25]([F:27])[CH:24]=[CH:23][C:22]=2[O:28][CH3:29])[CH2:10]1)([C:4]([CH3:7])([CH3:6])[CH3:5])([CH3:2])[CH3:3]. The yield is 1.07. (3) The reactants are [C:1]([C:4]1[C:5](=[O:11])[NH:6][C:7](=[S:10])[NH:8][CH:9]=1)(=[O:3])[CH3:2].[OH-].[Na+].[CH3:14]I.Cl. No catalyst specified. The product is [C:1]([C:4]1[C:5](=[O:11])[NH:6][C:7]([S:10][CH3:14])=[N:8][CH:9]=1)(=[O:3])[CH3:2]. The yield is 0.690. (4) The reactants are [NH2:1][CH:2]1[CH2:7][CH2:6][N:5]([CH2:8][CH2:9][N:10]2[C:19]3[C:14](=[C:15]([F:21])[CH:16]=[C:17]([F:20])[CH:18]=3)[CH:13]=[CH:12][C:11]2=[O:22])[CH:4]([CH3:23])[CH2:3]1.[O:24]1[C:33]2[CH:32]=[C:31]([CH:34]=O)[N:30]=[CH:29][C:28]=2[O:27][CH2:26][CH2:25]1.C(O[BH-](OC(=O)C)OC(=O)C)(=O)C.[Na+]. The catalyst is ClC(Cl)C.CO. The product is [O:24]1[C:33]2[CH:32]=[C:31]([CH2:34][NH:1][CH:2]3[CH2:7][CH2:6][N:5]([CH2:8][CH2:9][N:10]4[C:19]5[C:14](=[C:15]([F:21])[CH:16]=[C:17]([F:20])[CH:18]=5)[CH:13]=[CH:12][C:11]4=[O:22])[CH:4]([CH3:23])[CH2:3]3)[N:30]=[CH:29][C:28]=2[O:27][CH2:26][CH2:25]1. The yield is 0.690. (5) The reactants are [Br:1][C:2]1[C:11]2[CH2:10][CH2:9][CH2:8][C:7](=O)[C:6]=2[CH:5]=[N:4][CH:3]=1.[NH3:13].CO.[BH4-].[Na+]. The catalyst is CC(C)[O-].[Ti+4].CC(C)[O-].CC(C)[O-].CC(C)[O-]. The product is [Br:1][C:2]1[C:11]2[CH2:10][CH2:9][CH2:8][CH:7]([NH2:13])[C:6]=2[CH:5]=[N:4][CH:3]=1. The yield is 0.850. (6) The reactants are [C:1]([C:4]1[C:22](=[O:23])[C@@:8]2([CH3:24])[C:9]3[C:15]([OH:16])=[CH:14][C:13]([O:17][CH3:18])=[C:12]([C:19]([NH2:21])=[O:20])[C:10]=3[O:11][C:7]2=[CH:6][C:5]=1[OH:25])(=[O:3])[CH3:2].[CH2:26]([C:28]1[CH:37]=[C:36]([F:38])[C:35]2[C:30](=[CH:31][C:32]([CH3:39])=[CH:33][CH:34]=2)[C:29]=1[CH:40]=O)[CH3:27].C([SiH](CC)CC)C.FC(F)(F)C(O)=O. The catalyst is C(#N)C. The product is [C:1]([C:4]1[C:22](=[O:23])[C@@:8]2([CH3:24])[C:9]3[C:15]([OH:16])=[CH:14][C:13]([O:17][CH3:18])=[C:12]([C:19]([NH:21][CH2:40][C:29]4[C:30]5[C:35](=[CH:34][CH:33]=[C:32]([CH3:39])[CH:31]=5)[C:36]([F:38])=[CH:37][C:28]=4[CH2:26][CH3:27])=[O:20])[C:10]=3[O:11][C:7]2=[CH:6][C:5]=1[OH:25])(=[O:3])[CH3:2]. The yield is 0.800. (7) The reactants are [Br:1][C:2]1[CH:7]=[CH:6][C:5]([NH:8][C:9](=[O:20])[C:10]2[CH:15]=[CH:14][C:13](Cl)=[C:12]([N+:17]([O-:19])=[O:18])[CH:11]=2)=[CH:4][CH:3]=1.[NH2:21][C:22]1[CH:27]=[CH:26][C:25]([SH:28])=[CH:24][CH:23]=1.C([O-])(=O)C.[Na+]. The catalyst is C(O)C. The product is [NH2:21][C:22]1[CH:27]=[CH:26][C:25]([S:28][C:13]2[CH:14]=[CH:15][C:10]([C:9]([NH:8][C:5]3[CH:6]=[CH:7][C:2]([Br:1])=[CH:3][CH:4]=3)=[O:20])=[CH:11][C:12]=2[N+:17]([O-:19])=[O:18])=[CH:24][CH:23]=1. The yield is 0.870. (8) The reactants are [CH:1]1([C:6]2([CH2:14][CH2:15][C:16]3[CH:21]=[CH:20][C:19]([C:22]([CH3:26])([CH3:25])[C:23]#[N:24])=[C:18]([F:27])[CH:17]=3)[CH2:11][C:10](=[O:12])[CH2:9][C:8](=[O:13])[O:7]2)[CH2:5][CH2:4][CH2:3][CH2:2]1.[CH2:28]1CCN2C(=NCCC2)CC1.CI. No catalyst specified. The product is [CH:1]1([C:6]2([CH2:14][CH2:15][C:16]3[CH:21]=[CH:20][C:19]([C:22]([CH3:25])([CH3:26])[C:23]#[N:24])=[C:18]([F:27])[CH:17]=3)[CH2:11][C:10]([O:12][CH3:28])=[CH:9][C:8](=[O:13])[O:7]2)[CH2:5][CH2:4][CH2:3][CH2:2]1. The yield is 0.410. (9) The reactants are [CH3:1][O:2][C:3]([C:5]1[C:10](Br)=[CH:9][CH:8]=[C:7]([CH2:12][O:13][CH3:14])[N:6]=1)=[O:4].[C:15](=[O:22])([O:17][C:18]([CH3:21])([CH3:20])[CH3:19])[NH2:16].C(=O)([O-])[O-].[Cs+].[Cs+]. The catalyst is O1CCOCC1.C1C=CC(/C=C/C(/C=C/C2C=CC=CC=2)=O)=CC=1.C1C=CC(/C=C/C(/C=C/C2C=CC=CC=2)=O)=CC=1.C1C=CC(/C=C/C(/C=C/C2C=CC=CC=2)=O)=CC=1.[Pd].[Pd].CC1(C)C2C(=C(P(C3C=CC=CC=3)C3C=CC=CC=3)C=CC=2)OC2C(P(C3C=CC=CC=3)C3C=CC=CC=3)=CC=CC1=2. The product is [C:18]([O:17][C:15]([NH:16][C:10]1[C:5]([C:3]([O:2][CH3:1])=[O:4])=[N:6][C:7]([CH2:12][O:13][CH3:14])=[CH:8][CH:9]=1)=[O:22])([CH3:21])([CH3:20])[CH3:19]. The yield is 0.560.